This data is from Retrosynthesis with 50K atom-mapped reactions and 10 reaction types from USPTO. The task is: Predict the reactants needed to synthesize the given product. (1) Given the product CC(C)c1c(C(=O)NCc2ccc(F)c(F)c2)c2ccc(C(=O)NCC(C)(C)O)cc2n1Cc1ccccc1, predict the reactants needed to synthesize it. The reactants are: CC(C)(O)CN.CC(C)c1c(C(=O)NCc2ccc(F)c(F)c2)c2ccc(C(=O)O)cc2n1Cc1ccccc1. (2) Given the product Cc1cc(-c2cnc(F)c(F)c2)on1, predict the reactants needed to synthesize it. The reactants are: CCCC[Sn](CCCC)(CCCC)c1cc(C)no1.Fc1cc(Cl)cnc1F. (3) Given the product C=CC(=O)NCC(=O)N1CCC(O)(c2cc3nc(-c4cccc5[nH]ncc45)nc(N4CCOCC4)c3s2)CC1, predict the reactants needed to synthesize it. The reactants are: C=CC(=O)NCC(=O)O.OC1(c2cc3nc(-c4cccc5[nH]ncc45)nc(N4CCOCC4)c3s2)CCNCC1. (4) Given the product O=C1Nc2ccc(F)cc2C1=C1OCc2nc(C(=O)O)ccc21, predict the reactants needed to synthesize it. The reactants are: O=C(O)c1ccc2c(n1)COC2=O.O=C1Cc2cc(F)ccc2N1. (5) Given the product COc1cc2c(Oc3ccc4[nH]c(C)c(C)c4c3)ncnc2cc1OCCCN1CCS(=O)(=O)CC1, predict the reactants needed to synthesize it. The reactants are: COc1cc2c(Oc3ccc4[nH]c(C)c(C)c4c3)ncnc2cc1O.O=S1(=O)CCN(CCCO)CC1.